From a dataset of Catalyst prediction with 721,799 reactions and 888 catalyst types from USPTO. Predict which catalyst facilitates the given reaction. (1) Reactant: [N:1]1([C:7]2[CH:14]=[CH:13][CH:12]=[CH:11][C:8]=2[C:9]#N)[CH2:6][CH2:5][CH2:4][CH2:3][CH2:2]1.[CH2:15]([Mg]Br)[CH:16]([CH3:18])[CH3:17].Cl.[BH4-].[Na+].C1C[O:27]CC1. Product: [CH3:15][CH:16]([CH3:18])[CH2:17][CH:9]([C:8]1[CH:11]=[CH:12][CH:13]=[CH:14][C:7]=1[N:1]1[CH2:6][CH2:5][CH2:4][CH2:3][CH2:2]1)[OH:27]. The catalyst class is: 6. (2) Reactant: [Si]([O:8][C@H:9]([C:32]1[CH:41]=[CH:40][C:39]([OH:42])=[C:38]2[C:33]=1[CH:34]=[CH:35][C:36](=[O:43])[NH:37]2)[CH2:10][NH:11][CH2:12][C:13]1([OH:31])[CH2:18][CH2:17][N:16]([CH2:19][CH2:20][O:21][CH2:22][CH2:23][C:24]2[CH:29]=[CH:28][CH:27]=[CH:26][C:25]=2[Cl:30])[CH2:15][CH2:14]1)(C(C)(C)C)(C)C.F.F.F.C(N(CC)CC)C. Product: [Cl:30][C:25]1[CH:26]=[CH:27][CH:28]=[CH:29][C:24]=1[CH2:23][CH2:22][O:21][CH2:20][CH2:19][N:16]1[CH2:15][CH2:14][C:13]([CH2:12][NH:11][CH2:10][C@@H:9]([C:32]2[CH:41]=[CH:40][C:39]([OH:42])=[C:38]3[C:33]=2[CH:34]=[CH:35][C:36](=[O:43])[NH:37]3)[OH:8])([OH:31])[CH2:18][CH2:17]1. The catalyst class is: 1. (3) Reactant: [CH2:1]([N:8]1[C:12]2[CH:13]=[C:14]([NH:21][C:22](=O)OC(C)(C)C)[C:15]3[N:16]([C:17]([CH3:20])=[N:18][N:19]=3)[C:11]=2[CH:10]=[C:9]1[CH3:29])[C:2]1[CH:7]=[CH:6][CH:5]=[CH:4][CH:3]=1.[H-].[Na+].CI.C(N1C2C=C(N(C)C(=O)OC(C)(C)C)C3N(C(C)=NN=3)C=2C=C1C)C1C=CC=CC=1.FC(F)(F)C(O)=O. Product: [CH2:1]([N:8]1[C:12]2[CH:13]=[C:14]([NH:21][CH3:22])[C:15]3[N:16]([C:17]([CH3:20])=[N:18][N:19]=3)[C:11]=2[CH:10]=[C:9]1[CH3:29])[C:2]1[CH:3]=[CH:4][CH:5]=[CH:6][CH:7]=1. The catalyst class is: 355. (4) Reactant: [CH:1]1[C:13]2[NH:12][C:11]3[C:6](=[CH:7][CH:8]=[CH:9][CH:10]=3)[C:5]=2[CH:4]=[CH:3][CH:2]=1.[Br:14][C:15]1[C:24]2[C:19](=[CH:20][CH:21]=[CH:22][CH:23]=2)[C:18](Br)=[CH:17][CH:16]=1.NC(N)CCCCC.[O-]P([O-])([O-])=O.[K+].[K+].[K+]. Product: [Br:14][C:15]1[C:24]2[C:19](=[CH:20][CH:21]=[CH:22][CH:23]=2)[C:18]([N:12]2[C:11]3[CH:10]=[CH:9][CH:8]=[CH:7][C:6]=3[C:5]3[C:13]2=[CH:1][CH:2]=[CH:3][CH:4]=3)=[CH:17][CH:16]=1. The catalyst class is: 185. (5) Reactant: C([O:3][C:4]([C:6]1[C:7]([CH3:17])=[N:8][C:9]2[C:14]([CH:15]=1)=[CH:13][CH:12]=[C:11]([Cl:16])[CH:10]=2)=[O:5])C.[OH-].[Li+]. Product: [Cl:16][C:11]1[CH:10]=[C:9]2[C:14]([CH:15]=[C:6]([C:4]([OH:5])=[O:3])[C:7]([CH3:17])=[N:8]2)=[CH:13][CH:12]=1. The catalyst class is: 738. (6) Reactant: [NH2:1][CH:2]1[C:11]2[C:6](=[CH:7][CH:8]=[C:9]([NH:12][C:13]([C:15]3[C:24](=[O:25])[C:23]4[C:18](=[CH:19][CH:20]=[CH:21][CH:22]=4)[NH:17][CH:16]=3)=[O:14])[CH:10]=2)[CH2:5][CH2:4][CH2:3]1.Cl[C:27]([O:29][CH2:30][CH3:31])=[O:28]. Product: [CH2:30]([O:29][C:27]([NH:1][CH:2]1[C:11]2[C:6](=[CH:7][CH:8]=[C:9]([NH:12][C:13]([C:15]3[C:24](=[O:25])[C:23]4[C:18](=[CH:19][CH:20]=[CH:21][CH:22]=4)[NH:17][CH:16]=3)=[O:14])[CH:10]=2)[CH2:5][CH2:4][CH2:3]1)=[O:28])[CH3:31]. The catalyst class is: 23. (7) Reactant: O.[C:2]([OH:6])(=[O:5])[CH:3]=[O:4].[P:7]([O-:14])([O:11][CH2:12][CH3:13])[O:8][CH2:9][CH3:10].N1C=CC=CC=1.[C:21](Cl)(=[O:23])[CH3:22]. Product: [C:21]([O:4][CH:3]([P:7]([O:11][CH2:12][CH3:13])([O:8][CH2:9][CH3:10])=[O:14])[C:2]([OH:6])=[O:5])(=[O:23])[CH3:22]. The catalyst class is: 4. (8) Reactant: [C:1]([CH:3]1[CH2:8][CH2:7][CH:6]([CH:9]2[CH2:14][CH2:13][CH:12]([C:15]3[CH:20]=[CH:19][C:18]([CH2:21][CH2:22][CH3:23])=[CH:17][CH:16]=3)[CH2:11][CH2:10]2)[CH2:5][CH2:4]1)#[CH:2].[Li][CH2:25]CCC.CI.Cl. Product: [CH2:21]([C:18]1[CH:19]=[CH:20][C:15]([CH:12]2[CH2:13][CH2:14][CH:9]([CH:6]3[CH2:5][CH2:4][CH:3]([C:1]#[C:2][CH3:25])[CH2:8][CH2:7]3)[CH2:10][CH2:11]2)=[CH:16][CH:17]=1)[CH2:22][CH3:23]. The catalyst class is: 20.